This data is from NCI-60 drug combinations with 297,098 pairs across 59 cell lines. The task is: Regression. Given two drug SMILES strings and cell line genomic features, predict the synergy score measuring deviation from expected non-interaction effect. (1) Drug 1: C1=CN(C(=O)N=C1N)C2C(C(C(O2)CO)O)O.Cl. Drug 2: CN(CCCl)CCCl.Cl. Cell line: 786-0. Synergy scores: CSS=14.8, Synergy_ZIP=-10.3, Synergy_Bliss=-2.85, Synergy_Loewe=-8.10, Synergy_HSA=-2.32. (2) Drug 1: CC1=C(C(CCC1)(C)C)C=CC(=CC=CC(=CC(=O)O)C)C. Drug 2: CC1=C2C(C(=O)C3(C(CC4C(C3C(C(C2(C)C)(CC1OC(=O)C(C(C5=CC=CC=C5)NC(=O)C6=CC=CC=C6)O)O)OC(=O)C7=CC=CC=C7)(CO4)OC(=O)C)O)C)OC(=O)C. Cell line: K-562. Synergy scores: CSS=75.6, Synergy_ZIP=16.0, Synergy_Bliss=15.4, Synergy_Loewe=9.90, Synergy_HSA=16.0. (3) Drug 1: CCC1=C2CN3C(=CC4=C(C3=O)COC(=O)C4(CC)O)C2=NC5=C1C=C(C=C5)O. Drug 2: C1=NC(=NC(=O)N1C2C(C(C(O2)CO)O)O)N. Cell line: MDA-MB-435. Synergy scores: CSS=10.7, Synergy_ZIP=-13.4, Synergy_Bliss=-18.1, Synergy_Loewe=-30.6, Synergy_HSA=-17.9.